Dataset: NCI-60 drug combinations with 297,098 pairs across 59 cell lines. Task: Regression. Given two drug SMILES strings and cell line genomic features, predict the synergy score measuring deviation from expected non-interaction effect. (1) Drug 1: C1=CN(C=N1)CC(O)(P(=O)(O)O)P(=O)(O)O. Drug 2: CN(CC1=CN=C2C(=N1)C(=NC(=N2)N)N)C3=CC=C(C=C3)C(=O)NC(CCC(=O)O)C(=O)O. Cell line: KM12. Synergy scores: CSS=33.4, Synergy_ZIP=2.80, Synergy_Bliss=4.43, Synergy_Loewe=-34.6, Synergy_HSA=2.92. (2) Drug 1: CCC1(CC2CC(C3=C(CCN(C2)C1)C4=CC=CC=C4N3)(C5=C(C=C6C(=C5)C78CCN9C7C(C=CC9)(C(C(C8N6C=O)(C(=O)OC)O)OC(=O)C)CC)OC)C(=O)OC)O.OS(=O)(=O)O. Drug 2: CCN(CC)CCCC(C)NC1=C2C=C(C=CC2=NC3=C1C=CC(=C3)Cl)OC. Cell line: OVCAR3. Synergy scores: CSS=13.9, Synergy_ZIP=-6.84, Synergy_Bliss=-1.69, Synergy_Loewe=-3.37, Synergy_HSA=-3.08. (3) Drug 1: CS(=O)(=O)OCCCCOS(=O)(=O)C. Drug 2: C1CNP(=O)(OC1)N(CCCl)CCCl. Cell line: SK-MEL-28. Synergy scores: CSS=-6.82, Synergy_ZIP=-0.374, Synergy_Bliss=-5.43, Synergy_Loewe=-5.91, Synergy_HSA=-6.71. (4) Drug 1: C1CCN(CC1)CCOC2=CC=C(C=C2)C(=O)C3=C(SC4=C3C=CC(=C4)O)C5=CC=C(C=C5)O. Drug 2: C1=CN(C=N1)CC(O)(P(=O)(O)O)P(=O)(O)O. Cell line: A498. Synergy scores: CSS=6.34, Synergy_ZIP=-1.20, Synergy_Bliss=4.55, Synergy_Loewe=4.13, Synergy_HSA=4.36. (5) Drug 1: C1=CC(=C2C(=C1NCCNCCO)C(=O)C3=C(C=CC(=C3C2=O)O)O)NCCNCCO. Drug 2: C1=CC(=CC=C1CCCC(=O)O)N(CCCl)CCCl. Cell line: 786-0. Synergy scores: CSS=80.2, Synergy_ZIP=0.0400, Synergy_Bliss=-1.08, Synergy_Loewe=-24.7, Synergy_HSA=3.52. (6) Synergy scores: CSS=39.4, Synergy_ZIP=-6.45, Synergy_Bliss=1.59, Synergy_Loewe=-18.2, Synergy_HSA=2.94. Drug 1: CCC1=CC2CC(C3=C(CN(C2)C1)C4=CC=CC=C4N3)(C5=C(C=C6C(=C5)C78CCN9C7C(C=CC9)(C(C(C8N6C)(C(=O)OC)O)OC(=O)C)CC)OC)C(=O)OC.C(C(C(=O)O)O)(C(=O)O)O. Drug 2: CC(CN1CC(=O)NC(=O)C1)N2CC(=O)NC(=O)C2. Cell line: T-47D.